Binary Classification. Given a miRNA mature sequence and a target amino acid sequence, predict their likelihood of interaction. From a dataset of Experimentally validated miRNA-target interactions with 360,000+ pairs, plus equal number of negative samples. (1) The miRNA is ath-miR156f-5p with sequence UGACAGAAGAGAGUGAGCAC. The protein sequence of the target gene is MLPSTSVNSLVQGNGVLNSRDAARHTAGAKRYKYLRRLFRFRQMDFEFAAWQMLYLFTSPQRVYRNFHYRKQTKDQWARDDPAFLVLLSIWLCVSTIGFGFVLDMGFFETIKLLLWVVLIDCVGVGLLIATLMWFISNKYLVKRQSRDYDVEWGYAFDVHLNAFYPLLVILHFIQLFFINHVILTDTFIGYLVGNTLWLVAVGYYIYVTFLGYSALPFLKNTVILLYPFAPLILLYGLSLALGWNFTHTLCSFYKYRVK. Result: 0 (no interaction). (2) The miRNA is hsa-miR-1306-5p with sequence CCACCUCCCCUGCAAACGUCCA. The protein sequence of the target gene is MDNRNTQMYTEEEKTVNPFLPSTPGPKKAKGGGEAVETHPAPGPLPPPEVRDIGERREPDRAQQQPQKPAVAAGTQSLGNFRQGFMKCLLEVEKMEASHRRASKARSQTAQKSPRTLTPVPTSAPSLPQTPASVPASGPSWARLPAPGPEPAPMGAPVPTSMPCPVLLGPALDLGWRRMELLHQSSERTLSYAKARQEPEEQSLQKLYQNREKSEEQLTLKQEEAFRSYFEIFNGPGEVDAQSLKNILLLMGFSVTLAQVEDALMSADVNGDGRVDFKDFLAVMTDTRRFFCSVEQNALS.... Result: 1 (interaction). (3) The miRNA is mmu-miR-7038-3p with sequence CACUGCUCCUGCCUUCUUACAG. The protein sequence of the target gene is MGTRDDVPEAKVLVPVAVYCGSIPRTSAGPRVLPPGSINSSLPHGEGSLQPEPRALLNNEEPSQLLRGLGQLGGLKLDTPSKGWQARNGHPRNLRALSLGDQPLVLLPSPESEANSVARDTIQIKDKLKKRRLSEGLAASSRASLDPGGGPQGVPLHSTIPRATSQRLLRVPRPMPLIQSIPTTPEASGVKEKGLDLPGSIPGPHELRPGAQEAQISWQYLHCNDEKMQKSLGAIVIPPIPKARTVAATPSRVPGSLPSPLPPGQGVLTGLRAPRTRLARGSGPREKTPASLEPKPLASP.... Result: 0 (no interaction).